Dataset: Forward reaction prediction with 1.9M reactions from USPTO patents (1976-2016). Task: Predict the product of the given reaction. (1) Given the reactants [NH2:1][C:2]1[C:7]([NH2:8])=[C:6]([NH:9][C@@H:10]2[C@@H:15]3[CH2:16][C@@H:12]([CH:13]=[CH:14]3)[C@@H:11]2[C:17]([NH2:19])=[O:18])[C:5]([Br:20])=[CH:4][N:3]=1.[CH3:21][O:22][C:23]1[CH:30]=[CH:29][CH:28]=[C:27]([O:31][CH3:32])[C:24]=1[CH:25]=O, predict the reaction product. The product is: [Br:20][C:5]1[C:6]([NH:9][C@@H:10]2[C@@H:15]3[CH2:16][C@@H:12]([CH:13]=[CH:14]3)[C@@H:11]2[C:17]([NH2:19])=[O:18])=[C:7]2[N:8]=[C:25]([C:24]3[C:27]([O:31][CH3:32])=[CH:28][CH:29]=[CH:30][C:23]=3[O:22][CH3:21])[NH:1][C:2]2=[N:3][CH:4]=1. (2) The product is: [C:23]([O:27][C:28]([N:30]1[CH2:31][CH2:32][CH:33]([CH2:36][CH2:37][CH2:38][O:39][C:40]2[CH:45]=[CH:44][C:43]([C:46](=[O:48])[NH:50][CH2:51][C@H:52]([OH:55])[CH2:53][OH:54])=[C:42]([CH3:49])[CH:41]=2)[CH2:34][CH2:35]1)=[O:29])([CH3:24])([CH3:26])[CH3:25]. Given the reactants C1C=CC2N(O)N=NC=2C=1.O.CCN=C=NCCCN(C)C.[C:23]([O:27][C:28]([N:30]1[CH2:35][CH2:34][CH:33]([CH2:36][CH2:37][CH2:38][O:39][C:40]2[CH:45]=[CH:44][C:43]([C:46]([OH:48])=O)=[C:42]([CH3:49])[CH:41]=2)[CH2:32][CH2:31]1)=[O:29])([CH3:26])([CH3:25])[CH3:24].[NH2:50][CH2:51][C@H:52]([OH:55])[CH2:53][OH:54].CCN(CC)CC, predict the reaction product. (3) Given the reactants [Br:1][C:2]1[CH:10]=[C:9]2[C:5]([CH:6]=[C:7]([C:11]([N:13]3[CH2:18][CH2:17][S:16](=[O:20])(=[O:19])[CH2:15][CH2:14]3)=[O:12])[NH:8]2)=[CH:4][C:3]=1[O:21][CH:22]1[CH2:27][CH2:26][N:25]([CH:28]([CH3:30])[CH3:29])[CH2:24][CH2:23]1.Br[CH2:32][CH2:33][CH2:34][O:35][CH3:36], predict the reaction product. The product is: [Br:1][C:2]1[CH:10]=[C:9]2[C:5]([CH:6]=[C:7]([C:11]([N:13]3[CH2:18][CH2:17][S:16](=[O:20])(=[O:19])[CH2:15][CH2:14]3)=[O:12])[N:8]2[CH2:32][CH2:33][CH2:34][O:35][CH3:36])=[CH:4][C:3]=1[O:21][CH:22]1[CH2:27][CH2:26][N:25]([CH:28]([CH3:30])[CH3:29])[CH2:24][CH2:23]1. (4) Given the reactants Br[C:2]1[CH:7]=[CH:6][C:5]([C:8]2[C:13]3[C:14]([CH3:23])=[N:15][N:16]([C:17]4[CH:22]=[CH:21][CH:20]=[CH:19][CH:18]=4)[C:12]=3[N:11]=[C:10]3[N:24]([C:28]4[CH:33]=[CH:32][CH:31]=[CH:30][CH:29]=4)[N:25]=[C:26]([CH3:27])[C:9]=23)=[CH:4][CH:3]=1.[C:34]1([NH:44][C:45]2[CH:50]=[CH:49][CH:48]=[CH:47][CH:46]=2)[C:43]2[C:38](=[CH:39][CH:40]=[CH:41][CH:42]=2)[CH:37]=[CH:36][CH:35]=1.CC(C)([O-])C.[Na+].C(P(C(C)(C)C)C(C)(C)C)(C)(C)C, predict the reaction product. The product is: [C:34]1([N:44]([C:6]2[CH:7]=[CH:2][CH:3]=[CH:4][C:5]=2[C:8]2[C:13]3[C:14]([CH3:23])=[N:15][N:16]([C:17]4[CH:22]=[CH:21][CH:20]=[CH:19][CH:18]=4)[C:12]=3[N:11]=[C:10]3[N:24]([C:28]4[CH:33]=[CH:32][CH:31]=[CH:30][CH:29]=4)[N:25]=[C:26]([CH3:27])[C:9]=23)[C:45]2[CH:50]=[CH:49][CH:48]=[CH:47][CH:46]=2)[C:43]2[C:38](=[CH:39][CH:40]=[CH:41][CH:42]=2)[CH:37]=[CH:36][CH:35]=1. (5) Given the reactants Br[C:2]1[S:6][C:5]([CH:7]=[O:8])=[CH:4][CH:3]=1.C(=O)([O-])[O-].[K+].[K+].[C:15]([O:19][C:20]([CH3:23])([CH3:22])[CH3:21])(=[O:18])[CH:16]=[CH2:17], predict the reaction product. The product is: [CH:7]([C:5]1[S:6][C:2](/[CH:17]=[CH:16]/[C:15]([O:19][C:20]([CH3:23])([CH3:22])[CH3:21])=[O:18])=[CH:3][CH:4]=1)=[O:8]. (6) Given the reactants [F:1][C:2]([F:13])([F:12])[C:3]1[CH:8]=[CH:7][C:6](B(O)O)=[CH:5][CH:4]=1.[CH:14]1([S:19][C:20]2[CH:25]=[CH:24][CH:23]=[C:22](Br)[CH:21]=2)[CH2:18][CH2:17][CH2:16][CH2:15]1.C(=O)([O-])[O-].[Na+].[Na+].C1(C)C=CC=CC=1, predict the reaction product. The product is: [F:1][C:2]([F:13])([F:12])[C:3]1[CH:8]=[CH:7][C:6]([C:24]2[CH:25]=[C:20]([S:19][CH:14]3[CH2:18][CH2:17][CH2:16][CH2:15]3)[CH:21]=[CH:22][CH:23]=2)=[CH:5][CH:4]=1.